From a dataset of Full USPTO retrosynthesis dataset with 1.9M reactions from patents (1976-2016). Predict the reactants needed to synthesize the given product. (1) Given the product [F:21][C:22]1[CH:36]=[CH:35][C:34]([F:37])=[CH:33][C:23]=1[CH2:24][C:25]1[O:29][N:28]=[C:27]([C:30]([NH2:6])=[O:31])[CH:26]=1, predict the reactants needed to synthesize it. The reactants are: ClC1C=C2C(CCN)=C([Si](CC)(CC)CC)NC2=[N:6]C=1.[F:21][C:22]1[CH:36]=[CH:35][C:34]([F:37])=[CH:33][C:23]=1[CH2:24][C:25]1[O:29][N:28]=[C:27]([C:30](O)=[O:31])[CH:26]=1.CN(C(ON1N=NC2C=CC=NC1=2)=[N+](C)C)C.F[P-](F)(F)(F)(F)F.C(N(CC)C(C)C)(C)C. (2) Given the product [CH:24]1([CH2:23][O:22][C:20]2[CH:19]=[CH:18][C:16]3[CH:17]=[C:13]([C@H:10]4[CH2:11][CH2:12][C@H:7]([O:6][CH2:5][CH:4]([NH2:1])[CH3:27])[CH2:8][CH2:9]4)[O:14][C:15]=3[CH:21]=2)[CH2:26][CH2:25]1, predict the reactants needed to synthesize it. The reactants are: [N:1]([CH:4]([CH3:27])[CH2:5][O:6][C@H:7]1[CH2:12][CH2:11][C@H:10]([C:13]2[O:14][C:15]3[CH:21]=[C:20]([O:22][CH2:23][CH:24]4[CH2:26][CH2:25]4)[CH:19]=[CH:18][C:16]=3[CH:17]=2)[CH2:9][CH2:8]1)=[N+]=[N-].C1(P(C2C=CC=CC=2)C2C=CC=CC=2)C=CC=CC=1.O.